The task is: Binary Classification. Given a miRNA mature sequence and a target amino acid sequence, predict their likelihood of interaction.. This data is from Experimentally validated miRNA-target interactions with 360,000+ pairs, plus equal number of negative samples. (1) The protein sequence of the target gene is MSPGLLTTRKEALMAFRDVAVAFTQKEWKLLSSAQRTLYREVMLENYSHLVSLGIAFSKPKLIEQLEQGDEPWREENEHLLDLCPEPRTEFQPSFPHLVAFSSSQLLRQYALSGHPTQIFPSSSAGGDFQLEAPRCSSEKGESGETEGPDSSLRKRPSRISRTFFSPHQGDPVEWVEGNREGGTDLRLAQRMSLGGSDTMLKGADTSESGAVIRGNYRLGLSKKSSLFSHQKHHVCPECGRGFCQRSDLIKHQRTHTGEKPYLCPECGRRFSQKASLSIHQRKHSGEKPYVCRECGRHFR.... The miRNA is hsa-miR-4463 with sequence GAGACUGGGGUGGGGCC. Result: 0 (no interaction). (2) The miRNA is mmu-miR-3086-5p with sequence UAGAUUGUAGGCCCAUUGGA. The protein sequence of the target gene is MEARAQSGNGSQPLLQTAHDSGRQRGEPDPRDALTQQVHVLSLDQIRAIRNTNEYTEGPTVVPRPGLKPAPRPSTQHKHERLHGLPEHRQPPRLQPSQVHSSRAPLSRSISTVSSGSRSSTRTSTSSSSSEQRLLGPSFSHGPAAADGIIRVQPKSELKPGDVKPLSKDDLGLHAYRCEDCGKCKCKECTYPRPLPSDWICDKQCLCSAQNVIDYGTCVCCVKGLFYHCSNDDEDNCADNPCSCSQSHCCTRWSAMGVMSLFLPCLWCYLPAKGCLKLCQGCYDRVNRPGCRCKNSNTVC.... Result: 0 (no interaction). (3) The miRNA is hsa-miR-616-5p with sequence ACUCAAAACCCUUCAGUGACUU. The protein sequence of the target gene is MSGFLEELLGEKLVTGGGEEVDVHSLGARGISLLGLYFGCSLSAPCAQLSASLAAFYGRLRGDAAAGPGPGAGAGAAAEPEPRRRLEIVFVSSDQDQRQWQDFVRDMPWLALPYKEKHRKLKLWNKYRISNIPSLIFLDATTGKVVCRNGLLVIRDDPEGLEFPWGPKPFREVIAGPLLRNNGQSLESSSLEGSHVGVYFSAHWCPPCRSLTRVLVESYRKIKEAGQNFEIIFVSADRSEESFKQYFSEMPWLAVPYTDEARRSRLNRLYGIQGIPTLIMLDPQGEVITRQGRVEVLNDE.... Result: 1 (interaction). (4) The miRNA is hsa-miR-378j with sequence ACUGGAUUUGGAGCCAGAA. The protein sequence of the target gene is MRGCLRLALLCALPWLLLAASPGHPAKSPRQPPAPRRDPFDAARGADFDHVYSGVVNLSTENIYSFNYTSQPDQVTAVRVYVNSSSENLNYPVLVVVRQQKEVLSWQVPLLFQGLYQRSYNYQEVSRTLCPSEATNETGPLQQLIFVDVASMAPLGAQYKLLVTKLKHFQLRTNVAFHFTASPSQPQYFLYKFPKDVDSVIIKVVSEMAYPCSVVSVQNIMCPVYDLDHNVEFNGVYQSMTKKAAITLQKKDFPGEQFFVVFVIKPEDYACGGSFFIQEKENQTWNLQRKKNLEVTIVPS.... Result: 0 (no interaction). (5) The miRNA is mmu-miR-320-5p with sequence GCCUUCUCUUCCCGGUUCUUCC. The protein sequence of the target gene is MAGSYPEGAPAILADKRQQFGSRFLSDPARVFHHNAWDNVEWSEEQAAAAERKVQENSIQRVCQEKQVDYEINAHKYWNDFYKIHENGFFKDRHWLFTEFPELAPSQNQNHLKDWFLENKSEVCECRNNEDGPGLIMEEQHKCSSKSLEHKTQTPPVEENVTQKISDLEICADEFPGSSATYRILEVGCGVGNTVFPILQTNNDPGLFVYCCDFSSTAIELVQTNSEYDPSRCFAFVHDLCDEEKSYPVPKGSLDIIILIFVLSAVVPDKMQKAINRLSRLLKPGGMVLLRDYGRYDMAQ.... Result: 0 (no interaction).